From a dataset of Catalyst prediction with 721,799 reactions and 888 catalyst types from USPTO. Predict which catalyst facilitates the given reaction. (1) Reactant: [N+:1]([C:4]1[CH:5]=[C:6]([CH2:10][CH2:11]C(O)=O)[CH:7]=[CH:8][CH:9]=1)([O-:3])=[O:2].C(Cl)(Cl)Cl.[N-:19]=[N+]=[N-].[Na+].C(=O)([O-])[O-].[K+].[K+]. Product: [N+:1]([C:4]1[CH:5]=[C:6]([CH2:10][CH2:11][NH2:19])[CH:7]=[CH:8][CH:9]=1)([O-:3])=[O:2]. The catalyst class is: 445. (2) Reactant: [F:1][C:2]1[C:3]([NH:16][C:17]2[CH:22]=[CH:21][C:20]([C:23]#[C:24][C:25]([OH:28])([CH3:27])[CH3:26])=[CH:19][C:18]=2[F:29])=[C:4]([CH:12]=[CH:13][C:14]=1[F:15])[C:5]([NH:7][O:8][CH2:9][CH2:10][OH:11])=[O:6]. Product: [F:1][C:2]1[C:3]([NH:16][C:17]2[CH:22]=[CH:21][C:20]([CH2:23][CH2:24][C:25]([OH:28])([CH3:27])[CH3:26])=[CH:19][C:18]=2[F:29])=[C:4]([CH:12]=[CH:13][C:14]=1[F:15])[C:5]([NH:7][O:8][CH2:9][CH2:10][OH:11])=[O:6]. The catalyst class is: 29. (3) Reactant: [F:1][C:2]([F:13])([F:12])[C:3]1[C:4]([C:9]([OH:11])=O)=[N:5][CH:6]=[CH:7][N:8]=1.[CH2:14]([C:18]1[CH:19]=[C:20]([CH:22]=[CH:23][C:24]=1[CH:25]([C:30]([F:33])([F:32])[F:31])[C:26]([F:29])([F:28])[F:27])[NH2:21])[CH:15]([CH3:17])[CH3:16].[I-].ClC1C=CC=C[N+]=1C.C(N(CC)CC)C. Product: [CH2:14]([C:18]1[CH:19]=[C:20]([NH:21][C:9]([C:4]2[C:3]([C:2]([F:1])([F:13])[F:12])=[N:8][CH:7]=[CH:6][N:5]=2)=[O:11])[CH:22]=[CH:23][C:24]=1[CH:25]([C:30]([F:31])([F:32])[F:33])[C:26]([F:27])([F:28])[F:29])[CH:15]([CH3:17])[CH3:16]. The catalyst class is: 56. (4) Reactant: [CH2:1]([N:6]1[CH:10]=[CH:9][N:8]=[C:7]1[CH:11]=O)[CH2:2][CH2:3][CH:4]=[CH2:5].[NH2:13][OH:14].Cl.C([O-])([O-])=O.[Na+].[Na+]. Product: [CH2:1]([N:6]1[CH:10]=[CH:9][N:8]=[C:7]1[CH:11]=[N:13][OH:14])[CH2:2][CH2:3][CH:4]=[CH2:5]. The catalyst class is: 6. (5) Reactant: [C:1]([C:5]1[S:9][C:8]([NH:10][C:11](=[O:17])[O:12][C:13]([CH3:16])([CH3:15])[CH3:14])=[N:7][N:6]=1)([CH3:4])([CH3:3])[CH3:2].[CH3:18][C:19]([O-:22])(C)[CH3:20].[K+].[CH2:24]1COC[CH2:25]1.CN(C=O)C. Product: [C:1]([C:5]1[S:9]/[C:8](=[N:10]\[C:11](=[O:17])[O:12][C:13]([CH3:16])([CH3:15])[CH3:14])/[N:7]([CH2:18][C@H:19]2[CH2:20][CH2:25][CH2:24][O:22]2)[N:6]=1)([CH3:4])([CH3:2])[CH3:3]. The catalyst class is: 28. (6) Reactant: [Cl:1][C:2]1[CH:7]=[CH:6][C:5]([CH:8]([C:15]2[C:23]3[C:18](=[C:19]([CH2:24][S:25][CH3:26])[CH:20]=[CH:21][CH:22]=3)[NH:17][CH:16]=2)[CH2:9][C:10]([O:12][CH2:13][CH3:14])=[O:11])=[CH:4][CH:3]=1.[C:27](O[C:27]([O:29][C:30]([CH3:33])([CH3:32])[CH3:31])=[O:28])([O:29][C:30]([CH3:33])([CH3:32])[CH3:31])=[O:28].O. Product: [Cl:1][C:2]1[CH:3]=[CH:4][C:5]([CH:8]([C:15]2[C:23]3[C:18](=[C:19]([CH2:24][S:25][CH3:26])[CH:20]=[CH:21][CH:22]=3)[N:17]([C:27]([O:29][C:30]([CH3:33])([CH3:32])[CH3:31])=[O:28])[CH:16]=2)[CH2:9][C:10]([O:12][CH2:13][CH3:14])=[O:11])=[CH:6][CH:7]=1. The catalyst class is: 7.